From a dataset of Reaction yield outcomes from USPTO patents with 853,638 reactions. Predict the reaction yield, written as a fraction of the theoretical maximum amount of product (1.0 means a 100% yield; for example, 0.34 means a 34% yield). (1) The reactants are [CH2:1]([C:3]1[C:4]([NH:25][CH2:26][C@@H:27]([C:40]([O:42]C(C)(C)C)=[O:41])[NH:28][S:29]([C:32]2[CH:37]=[CH:36][C:35]([O:38][CH3:39])=[CH:34][CH:33]=2)(=[O:31])=[O:30])=[N:5][CH:6]=[N:7][C:8]=1[N:9]1[CH2:14][CH2:13][CH:12]([C:15]2[N:24]=[C:23]3[C:18]([CH2:19][CH2:20][CH2:21][NH:22]3)=[CH:17][CH:16]=2)[CH2:11][CH2:10]1)[CH3:2].FC(F)(F)C(O)=O.ClCCl.CO.O.C(O)(=O)C.C1(C)C=CC=CC=1. The catalyst is ClCCl. The product is [CH2:1]([C:3]1[C:4]([NH:25][CH2:26][C@@H:27]([C:40]([OH:42])=[O:41])[NH:28][S:29]([C:32]2[CH:33]=[CH:34][C:35]([O:38][CH3:39])=[CH:36][CH:37]=2)(=[O:30])=[O:31])=[N:5][CH:6]=[N:7][C:8]=1[N:9]1[CH2:14][CH2:13][CH:12]([C:15]2[N:24]=[C:23]3[C:18]([CH2:19][CH2:20][CH2:21][NH:22]3)=[CH:17][CH:16]=2)[CH2:11][CH2:10]1)[CH3:2]. The yield is 0.850. (2) The reactants are Cl[C:2]([O:4][CH2:5][CH3:6])=[O:3].[C:7]1(=[O:13])[NH:11][C:10](=[O:12])[CH:9]=[CH:8]1.C(N(CC)CC)C.CO. The catalyst is CN(C)C=O.C(Cl)(Cl)Cl.CCCCCC. The product is [CH2:5]([O:4][C:2]([N:11]1[C:7](=[O:13])[CH:8]=[CH:9][C:10]1=[O:12])=[O:3])[CH3:6]. The yield is 0.410. (3) The reactants are C(N(CC)CC)C.[F:8][C:9]1[CH:14]=[CH:13][CH:12]=[CH:11][C:10]=1[N:15]1[C:23]2[C:18](=[C:19]([N:24]3[CH2:31][C@@H:30]4[C@@H:26]([CH2:27][NH:28][CH2:29]4)[C:25]3=[O:32])[CH:20]=[CH:21][CH:22]=2)[CH:17]=[N:16]1.[CH2:33]([S:37](Cl)(=[O:39])=[O:38])[CH:34]([CH3:36])[CH3:35]. The catalyst is C(Cl)Cl. The product is [F:8][C:9]1[CH:14]=[CH:13][CH:12]=[CH:11][C:10]=1[N:15]1[C:23]2[C:18](=[C:19]([N:24]3[CH2:31][C@@H:30]4[C@@H:26]([CH2:27][N:28]([S:37]([CH2:33][CH:34]([CH3:36])[CH3:35])(=[O:39])=[O:38])[CH2:29]4)[C:25]3=[O:32])[CH:20]=[CH:21][CH:22]=2)[CH:17]=[N:16]1. The yield is 0.350. (4) The catalyst is C1(C)C=CC=CC=1.Cl[Pd](Cl)([P](C1C=CC=CC=1)(C1C=CC=CC=1)C1C=CC=CC=1)[P](C1C=CC=CC=1)(C1C=CC=CC=1)C1C=CC=CC=1. The reactants are [N:1]1([C:7]([C:9]2[CH:13]=[C:12](Br)[S:11][CH:10]=2)=[O:8])[CH2:6][CH2:5][CH2:4][CH2:3][CH2:2]1.C([Sn](CCCC)(CCCC)[C:20]1[CH:25]=[CH:24][CH:23]=[CH:22][N:21]=1)CCC. The product is [N:1]1([C:7]([C:9]2[CH:13]=[C:12]([C:20]3[CH:25]=[CH:24][CH:23]=[CH:22][N:21]=3)[S:11][CH:10]=2)=[O:8])[CH2:6][CH2:5][CH2:4][CH2:3][CH2:2]1. The yield is 0.120. (5) The reactants are Br[C:2]1[CH:7]=[CH:6][CH:5]=[C:4]([F:8])[C:3]=1[C:9]([F:12])([F:11])[F:10].[OH:13][CH:14]1[CH2:18][CH2:17][NH:16][CH2:15]1. No catalyst specified. The product is [F:8][C:4]1[C:3]([C:9]([F:12])([F:11])[F:10])=[C:2]([N:16]2[CH2:17][CH2:18][CH:14]([OH:13])[CH2:15]2)[CH:7]=[CH:6][CH:5]=1. The yield is 0.240.